This data is from Forward reaction prediction with 1.9M reactions from USPTO patents (1976-2016). The task is: Predict the product of the given reaction. The product is: [CH3:1][O:2][C:3]([C:5]1[N:6]=[CH:7][C:8]([N:11]2[CH2:16][CH2:15][NH:14][CH2:13][C@H:12]2[CH3:24])=[N:9][CH:10]=1)=[O:4]. Given the reactants [CH3:1][O:2][C:3]([C:5]1[N:6]=[CH:7][C:8]([N:11]2[CH2:16][CH2:15][N:14](C(OC(C)(C)C)=O)[CH2:13][C@H:12]2[CH3:24])=[N:9][CH:10]=1)=[O:4].Cl, predict the reaction product.